The task is: Predict the reaction yield, written as a fraction of the theoretical maximum amount of product (1.0 means a 100% yield; for example, 0.34 means a 34% yield).. This data is from Reaction yield outcomes from USPTO patents with 853,638 reactions. (1) The product is [NH2:1][C:4]1[CH:22]=[CH:21][C:7]([O:8][CH2:9][C:10]2[O:14][N:13]=[C:12]([C:15]3[CH:20]=[CH:19][CH:18]=[CH:17][CH:16]=3)[N:11]=2)=[CH:6][CH:5]=1. The reactants are [N+:1]([C:4]1[CH:22]=[CH:21][C:7]([O:8][CH2:9][C:10]2[O:14][N:13]=[C:12]([C:15]3[CH:20]=[CH:19][CH:18]=[CH:17][CH:16]=3)[N:11]=2)=[CH:6][CH:5]=1)([O-])=O.S(S([O-])=O)([O-])=O.[Na+].[Na+].C([O-])([O-])=O.[K+].[K+]. The yield is 0.510. The catalyst is CO.C(Cl)Cl. (2) The reactants are Cl[C:2]1[CH:7]=[C:6]([O:8][C:9]2[C:14]([F:15])=[CH:13][C:12]([NH:16][C:17]([C:19]3([C:22]([NH:24][C:25]4[CH:30]=[CH:29][CH:28]=[CH:27][CH:26]=4)=[O:23])[CH2:21][CH2:20]3)=[O:18])=[C:11]([F:31])[CH:10]=2)[CH:5]=[CH:4][N:3]=1.[C:32]([NH2:35])(=[O:34])[CH3:33].C(=O)([O-])[O-].[Cs+].[Cs+].CC1(C)C2C(=C(P(C3C=CC=CC=3)C3C=CC=CC=3)C=CC=2)OC2C(P(C3C=CC=CC=3)C3C=CC=CC=3)=CC=CC1=2. The catalyst is O1CCOCC1.C([O-])(=O)C.[Pd+2].C([O-])(=O)C.ClCCl. The product is [C:32]([NH:35][C:2]1[CH:7]=[C:6]([O:8][C:9]2[C:14]([F:15])=[CH:13][C:12]([NH:16][C:17]([C:19]3([C:22]([NH:24][C:25]4[CH:30]=[CH:29][CH:28]=[CH:27][CH:26]=4)=[O:23])[CH2:21][CH2:20]3)=[O:18])=[C:11]([F:31])[CH:10]=2)[CH:5]=[CH:4][N:3]=1)(=[O:34])[CH3:33]. The yield is 0.580. (3) The reactants are Br[C:2]1[CH:3]=[CH:4][C:5]2[O:9][CH:8]=[CH:7][C:6]=2[CH:10]=1.[Br-].[CH:12]1([Zn+])[CH2:17][CH2:16][CH2:15][CH2:14][CH2:13]1. The catalyst is C1COCC1.C(OCC)(=O)C.CC(C)([P](C(C)(C)C)([Pd][P](C(C)(C)C)(C(C)(C)C)C(C)(C)C)C(C)(C)C)C. The product is [CH:12]1([C:2]2[CH:3]=[CH:4][C:5]3[O:9][CH:8]=[CH:7][C:6]=3[CH:10]=2)[CH2:17][CH2:16][CH2:15][CH2:14][CH2:13]1. The yield is 0.430. (4) The reactants are [Cl:1][C:2]1[CH:7]=[C:6]([Cl:8])[CH:5]=[CH:4][C:3]=1[C:9]1[CH:10]=[C:11]([C:14]([N:16]2[CH2:21][CH2:20][N:19]([C:22]([O:24]C(C)(C)C)=O)[CH2:18][CH2:17]2)=[O:15])[NH:12][CH:13]=1.Cl.CO.[C:32](O)(=O)[CH:33]=C.F[P-](F)(F)(F)(F)F.N1(O[P+](N(C)C)(N(C)C)N(C)C)C2C=CC=CC=2N=N1.CCN(C(C)C)C(C)C. No catalyst specified. The product is [Cl:1][C:2]1[CH:7]=[C:6]([Cl:8])[CH:5]=[CH:4][C:3]=1[C:9]1[CH:10]=[C:11]([C:14]([N:16]2[CH2:17][CH2:18][N:19]([C:22](=[O:24])[CH:32]=[CH2:33])[CH2:20][CH2:21]2)=[O:15])[NH:12][CH:13]=1. The yield is 0.270. (5) The reactants are [O-]S([O-])(=O)=O.[Mg+2].[N:7]1[CH:12]=[CH:11][CH:10]=[CH:9][C:8]=1[CH:13]=O.[NH2:15][C@H:16]([CH:19]([CH3:21])[CH3:20])[CH2:17][OH:18]. The catalyst is C(Cl)Cl. The product is [CH3:20][CH:19]([CH3:21])[C@@H:16](/[N:15]=[CH:13]/[C:8]1[CH:9]=[CH:10][CH:11]=[CH:12][N:7]=1)[CH2:17][OH:18]. The yield is 1.00. (6) The reactants are C(NC(C)C)(C)C.C([Li])CCC.[C:13]1([CH:19]2[CH2:23][CH2:22][CH2:21][C:20]2=[O:24])[CH:18]=[CH:17][CH:16]=[CH:15][CH:14]=1.[C:25](C#N)(=[O:29])[O:26][CH2:27][CH3:28]. The catalyst is C1COCC1. The product is [O:24]=[C:20]1[CH:19]([C:13]2[CH:18]=[CH:17][CH:16]=[CH:15][CH:14]=2)[CH2:23][CH2:22][CH:21]1[C:25]([O:26][CH2:27][CH3:28])=[O:29]. The yield is 0.730. (7) The reactants are Cl[C:2]1[C:11]2[C:6](=[CH:7][C:8]([O:14][CH3:15])=[C:9]([O:12][CH3:13])[CH:10]=2)[N:5]=[CH:4][C:3]=1[C:16]#[N:17].[N+](C1C=[CH:25][C:24]([O:27][C:28](=[O:40])[NH:29][C:30]2[CH:35]=[CH:34][C:33]([O:36][CH:37]([CH3:39])[CH3:38])=[CH:32][CH:31]=2)=[CH:23][CH:22]=1)([O-])=O.[H-].[Na+].C(=O)([O-])[NH2:44]. No catalyst specified. The product is [C:16]([C:3]1[CH:4]=[N:5][C:6]2[C:11]([C:2]=1[N:44]1[CH2:22][CH2:23][CH:24]([O:27][C:28](=[O:40])[NH:29][C:30]3[CH:35]=[CH:34][C:33]([O:36][CH:37]([CH3:39])[CH3:38])=[CH:32][CH:31]=3)[CH2:25]1)=[CH:10][C:9]([O:12][CH3:13])=[C:8]([O:14][CH3:15])[CH:7]=2)#[N:17]. The yield is 0.0830. (8) The yield is 1.00. The reactants are [Cl:1][C:2]1[CH:3]=[C:4]2[C:9](=[CH:10][C:11]=1[O:12][C:13]1[CH:18]=[CH:17][C:16]([C:19](=[O:30])[NH:20][CH2:21][CH2:22][C:23]3[CH:28]=[CH:27][CH:26]=[C:25]([Cl:29])[CH:24]=3)=[CH:15][CH:14]=1)[O:8][CH2:7][CH2:6][CH:5]2[C:31]([OH:33])=[O:32].C[O-].[Na+:36]. The product is [Cl:1][C:2]1[CH:3]=[C:4]2[C:9](=[CH:10][C:11]=1[O:12][C:13]1[CH:14]=[CH:15][C:16]([C:19](=[O:30])[NH:20][CH2:21][CH2:22][C:23]3[CH:28]=[CH:27][CH:26]=[C:25]([Cl:29])[CH:24]=3)=[CH:17][CH:18]=1)[O:8][CH2:7][CH2:6][CH:5]2[C:31]([O-:33])=[O:32].[Na+:36]. The catalyst is O1CCCC1.